This data is from Catalyst prediction with 721,799 reactions and 888 catalyst types from USPTO. The task is: Predict which catalyst facilitates the given reaction. (1) Reactant: [CH3:1][C:2]1[CH:7]=[C:6]([CH:8]([OH:13])[CH2:9][CH:10]([CH3:12])[CH3:11])[CH:5]=[C:4]([CH3:14])[C:3]=1[C:15]1[CH:20]=[CH:19][C:18]([C:21]([F:24])([F:23])[F:22])=[CH:17][CH:16]=1.N(C(N1CCCCC1)=O)=NC(N1CCCCC1)=O.C(P(CCCC)CCCC)CCC.[CH3:56][O:57][C:58](=[O:71])[CH2:59][CH2:60][NH:61][C:62](=[O:70])[C:63]1[CH:68]=[CH:67][C:66](O)=[CH:65][CH:64]=1. Product: [CH3:56][O:57][C:58](=[O:71])[CH2:59][CH2:60][NH:61][C:62](=[O:70])[C:63]1[CH:68]=[CH:67][C:66]([O:13][CH:8]([C:6]2[CH:5]=[C:4]([CH3:14])[C:3]([C:15]3[CH:16]=[CH:17][C:18]([C:21]([F:22])([F:23])[F:24])=[CH:19][CH:20]=3)=[C:2]([CH3:1])[CH:7]=2)[CH2:9][CH:10]([CH3:12])[CH3:11])=[CH:65][CH:64]=1. The catalyst class is: 11. (2) Reactant: [Si:1]([O:8][CH2:9][C:10]1([C:26]2[CH:31]=[CH:30][CH:29]=[CH:28][CH:27]=2)[CH:14]=[C:13]([C:15]2[CH:20]=[C:19]([F:21])[CH:18]=[CH:17][C:16]=2[F:22])[CH2:12][N:11]1[C:23](Cl)=[O:24])([C:4]([CH3:7])([CH3:6])[CH3:5])([CH3:3])[CH3:2].C([N:34]([CH2:37][CH3:38])[CH2:35][CH3:36])C.[BH4-].[Na+].[NH:41]1[CH2:46]CCC[CH2:42]1. Product: [Si:1]([O:8][CH2:9][C:10]1([C:26]2[CH:31]=[CH:30][CH:29]=[CH:28][CH:27]=2)[CH:14]=[C:13]([C:15]2[CH:20]=[C:19]([F:21])[CH:18]=[CH:17][C:16]=2[F:22])[CH2:12][N:11]1[C:23]([N:41]([CH3:46])[CH:42]1[CH2:36][CH2:35][NH:34][CH2:37][CH2:38]1)=[O:24])([C:4]([CH3:7])([CH3:6])[CH3:5])([CH3:3])[CH3:2]. The catalyst class is: 230. (3) Reactant: C1(C2(C3C=CC=CC=3)OB(C)N3CCC[C@@H]23)C=CC=CC=1.[CH3:22][C:23]1[C:24]([C:28](=[O:30])[CH3:29])=[CH:25][S:26][CH:27]=1.O.Cl. Product: [CH3:22][C:23]1[C:24]([C@H:28]([OH:30])[CH3:29])=[CH:25][S:26][CH:27]=1. The catalyst class is: 7. (4) Reactant: F[C:2]1[CH:3]=[C:4]2[C:8](=[CH:9][C:10]=1[F:11])[N:7]([S:12]([C:15]1[CH:20]=[CH:19][CH:18]=[CH:17][CH:16]=1)(=[O:14])=[O:13])[CH:6]=[C:5]2[C:21]1[CH:22]=[N:23][N:24]([CH2:26][CH:27]2CCNCC2)[CH:25]=1.BrCC[C:36]([NH2:38])=[O:37].C([O-])([O-])=O.[K+].[K+]. Product: [F:11][C:10]1[CH:9]=[C:8]2[C:4]([C:5]([C:21]3[CH:22]=[N:23][N:24]([CH2:26][CH2:27][C:36]([NH2:38])=[O:37])[CH:25]=3)=[CH:6][N:7]2[S:12]([C:15]2[CH:16]=[CH:17][CH:18]=[CH:19][CH:20]=2)(=[O:14])=[O:13])=[CH:3][CH:2]=1. The catalyst class is: 705. (5) The catalyst class is: 44. Product: [Cl:1][CH2:2][CH:3]1[C:11]2[C:10]3[CH:12]=[CH:13][C:14]([S:16]([NH:19][NH:20][C:21]([O:23][C:24]([CH3:26])([CH3:27])[CH3:25])=[O:22])(=[O:17])=[O:18])=[CH:15][C:9]=3[C:8]([N+:28]([O-:30])=[O:29])=[CH:7][C:6]=2[N:5]([C:46]([C:41]2[NH:42][C:43]3[C:39]([CH:40]=2)=[CH:38][C:37]([O:36][CH2:35][CH2:34][N:33]([CH3:49])[CH3:32])=[CH:45][CH:44]=3)=[O:47])[CH2:4]1. Reactant: [Cl:1][CH2:2][CH:3]1[C:11]2[C:10]3[CH:12]=[CH:13][C:14]([S:16]([NH:19][NH:20][C:21]([O:23][C:24]([CH3:27])([CH3:26])[CH3:25])=[O:22])(=[O:18])=[O:17])=[CH:15][C:9]=3[C:8]([N+:28]([O-:30])=[O:29])=[CH:7][C:6]=2[NH:5][CH2:4]1.Cl.[CH3:32][N:33]([CH3:49])[CH2:34][CH2:35][O:36][C:37]1[CH:38]=[C:39]2[C:43](=[CH:44][CH:45]=1)[NH:42][C:41]([C:46](O)=[O:47])=[CH:40]2.CCN=C=NCCCN(C)C.CC1C=CC(S(O)(=O)=O)=CC=1.